Dataset: Full USPTO retrosynthesis dataset with 1.9M reactions from patents (1976-2016). Task: Predict the reactants needed to synthesize the given product. (1) Given the product [CH:1]([C:4]1[CH:10]=[CH:9][C:7]([N:8]2[CH:13]=[CH:17][CH:16]=[CH:15]2)=[CH:6][CH:5]=1)([CH3:3])[CH3:2], predict the reactants needed to synthesize it. The reactants are: [CH:1]([C:4]1[CH:10]=[CH:9][C:7]([NH2:8])=[CH:6][CH:5]=1)([CH3:3])[CH3:2].CO[CH:13]1[CH2:17][CH2:16][CH:15](OC)O1. (2) Given the product [Cl:14][C:3]1[C:4]([Cl:13])=[N:5][CH:6]=[C:7]([C:2]=1[NH:20][CH2:19][C:18]1[CH:21]=[CH:22][CH:23]=[C:16]([F:15])[CH:17]=1)[C:8]([O:10][CH2:11][CH3:12])=[O:9], predict the reactants needed to synthesize it. The reactants are: Cl[C:2]1[C:7]([C:8]([O:10][CH2:11][CH3:12])=[O:9])=[CH:6][N:5]=[C:4]([Cl:13])[C:3]=1[Cl:14].[F:15][C:16]1[CH:17]=[C:18]([CH:21]=[CH:22][CH:23]=1)[CH2:19][NH2:20].CCN(C(C)C)C(C)C.